This data is from NCI-60 drug combinations with 297,098 pairs across 59 cell lines. The task is: Regression. Given two drug SMILES strings and cell line genomic features, predict the synergy score measuring deviation from expected non-interaction effect. Drug 1: CCC1(CC2CC(C3=C(CCN(C2)C1)C4=CC=CC=C4N3)(C5=C(C=C6C(=C5)C78CCN9C7C(C=CC9)(C(C(C8N6C)(C(=O)OC)O)OC(=O)C)CC)OC)C(=O)OC)O.OS(=O)(=O)O. Drug 2: C1CCC(C(C1)N)N.C(=O)(C(=O)[O-])[O-].[Pt+4]. Cell line: SNB-19. Synergy scores: CSS=17.8, Synergy_ZIP=-6.53, Synergy_Bliss=-0.714, Synergy_Loewe=0.703, Synergy_HSA=1.20.